This data is from Full USPTO retrosynthesis dataset with 1.9M reactions from patents (1976-2016). The task is: Predict the reactants needed to synthesize the given product. (1) Given the product [Cl:1][C:2]1[CH:7]=[CH:6][CH:5]=[C:4]([Cl:8])[C:3]=1[N:9]1[C:13]([CH2:14][O:15][C:16]2[CH:21]=[CH:20][C:19]([C:22]3[CH:27]=[CH:26][C:25]([C:28]([NH2:29])=[O:34])=[CH:24][CH:23]=3)=[CH:18][CH:17]=2)=[C:12]([CH:30]([CH3:32])[CH3:31])[N:11]=[N:10]1, predict the reactants needed to synthesize it. The reactants are: [Cl:1][C:2]1[CH:7]=[CH:6][CH:5]=[C:4]([Cl:8])[C:3]=1[N:9]1[C:13]([CH2:14][O:15][C:16]2[CH:21]=[CH:20][C:19]([C:22]3[CH:27]=[CH:26][C:25]([C:28]#[N:29])=[CH:24][CH:23]=3)=[CH:18][CH:17]=2)=[C:12]([CH:30]([CH3:32])[CH3:31])[N:11]=[N:10]1.C(=O)([O-])[O-:34].[K+].[K+].OO. (2) The reactants are: [CH3:1][S:2]([NH:5][C:6]1[CH:20]=[CH:19][C:9]([CH2:10][NH:11][C:12](=[O:18])[O:13][C:14]([CH3:17])([CH3:16])[CH3:15])=[CH:8][C:7]=1I)(=[O:4])=[O:3].[CH2:22]([Sn](CCCC)(CCCC)C=C)[CH2:23]CC. Given the product [CH3:1][S:2]([NH:5][C:6]1[CH:20]=[CH:19][C:9]([CH2:10][NH:11][C:12](=[O:18])[O:13][C:14]([CH3:17])([CH3:16])[CH3:15])=[CH:8][C:7]=1[CH:22]=[CH2:23])(=[O:4])=[O:3], predict the reactants needed to synthesize it. (3) Given the product [I:9][C:3]1[C:4]([NH2:8])=[N:5][CH:6]=[CH:7][C:2]=1[O:19][C:12]1[CH:11]=[CH:10][C:15]([N+:16]([O-:18])=[O:17])=[CH:14][CH:13]=1, predict the reactants needed to synthesize it. The reactants are: Cl[C:2]1[CH:7]=[CH:6][N:5]=[C:4]([NH2:8])[C:3]=1[I:9].[CH:10]1[C:15]([N+:16]([O-:18])=[O:17])=[CH:14][CH:13]=[C:12]([OH:19])[CH:11]=1.C(N(C(C)C)CC)(C)C.CN1CCCC1=O. (4) Given the product [O-:16][N+:17]1[C:22]2[CH:23]=[C:24]3[C:28](=[CH:29][C:21]=2[N+:20]([O-:4])=[C:19]([NH:30][CH2:31][CH2:32][N:33]([CH2:36][CH3:37])[CH2:34][CH3:35])[N:18]=1)[CH2:27][CH2:26][CH2:25]3, predict the reactants needed to synthesize it. The reactants are: OO.C(OC(C(F)(F)F)=O)(C(F)(F)F)=[O:4].[O-:16][N+:17]1[C:22]2[CH:23]=[C:24]3[C:28](=[CH:29][C:21]=2[N:20]=[C:19]([NH:30][CH2:31][CH2:32][N:33]([CH2:36][CH3:37])[CH2:34][CH3:35])[N:18]=1)[CH2:27][CH2:26][CH2:25]3.C(O)(C(F)(F)F)=O. (5) The reactants are: [Cl:1][C:2]1[CH:3]=[C:4]([C:8]2[O:12][N:11]=[C:10]([CH:13](O)[CH3:14])[N:9]=2)[CH:5]=[CH:6][CH:7]=1.O=S(Cl)[Cl:18]. Given the product [Cl:18][CH:13]([C:10]1[N:9]=[C:8]([C:4]2[CH:5]=[CH:6][CH:7]=[C:2]([Cl:1])[CH:3]=2)[O:12][N:11]=1)[CH3:14], predict the reactants needed to synthesize it.